The task is: Predict the reaction yield, written as a fraction of the theoretical maximum amount of product (1.0 means a 100% yield; for example, 0.34 means a 34% yield).. This data is from Reaction yield outcomes from USPTO patents with 853,638 reactions. The reactants are [CH:1]1[CH:6]=[CH:5][C:4]([C@@H:7]([NH2:11])[C:8]([OH:10])=[O:9])=[CH:3][CH:2]=1.[OH-].[Na+].C(=O)([O-])[O-].[Na+].[Na+].[CH3:20][O:21][C:22](Cl)=[O:23]. No catalyst specified. The product is [CH3:20][O:21][C:22]([NH:11][C@H:7]([C:4]1[CH:3]=[CH:2][CH:1]=[CH:6][CH:5]=1)[C:8]([OH:10])=[O:9])=[O:23]. The yield is 0.670.